This data is from Forward reaction prediction with 1.9M reactions from USPTO patents (1976-2016). The task is: Predict the product of the given reaction. (1) Given the reactants [CH2:1]([O:3][C:4](=[O:23])[CH2:5][C:6]1[CH:11]=[C:10]([F:12])[CH:9]=[C:8]([O:13][C:14]2[CH:19]=[CH:18][C:17]([Br:20])=[CH:16][C:15]=2[CH2:21]Br)[CH:7]=1)[CH3:2].[CH3:24][C@H:25]1[C@@H:29]([C:30]2[CH:35]=[CH:34][CH:33]=[CH:32][CH:31]=2)[O:28][C:27](=[O:36])[NH:26]1, predict the reaction product. The product is: [CH2:1]([O:3][C:4](=[O:23])[CH2:5][C:6]1[CH:11]=[C:10]([F:12])[CH:9]=[C:8]([O:13][C:14]2[CH:19]=[CH:18][C:17]([Br:20])=[CH:16][C:15]=2[CH2:21][N:26]2[C@@H:25]([CH3:24])[C@@H:29]([C:30]3[CH:35]=[CH:34][CH:33]=[CH:32][CH:31]=3)[O:28][C:27]2=[O:36])[CH:7]=1)[CH3:2]. (2) Given the reactants [F:1][C:2]1[CH:7]=[CH:6][C:5]([C:8]2[CH2:12][C:11]([C:17]3[CH:22]=[CH:21][C:20]([NH:23][C:24](=[O:40])[C:25]4[C:26](=[C:33]([N+:37]([O-])=O)[CH:34]=[CH:35][CH:36]=4)[C:27]([NH:29][CH:30]([CH3:32])[CH3:31])=[O:28])=[C:19]([CH3:41])[CH:18]=3)([C:13]([F:16])([F:15])[F:14])[O:10][N:9]=2)=[CH:4][CH:3]=1, predict the reaction product. The product is: [NH2:37][C:33]1[CH:34]=[CH:35][CH:36]=[C:25]([C:24]([NH:23][C:20]2[CH:21]=[CH:22][C:17]([C:11]3([C:13]([F:16])([F:15])[F:14])[O:10][N:9]=[C:8]([C:5]4[CH:4]=[CH:3][C:2]([F:1])=[CH:7][CH:6]=4)[CH2:12]3)=[CH:18][C:19]=2[CH3:41])=[O:40])[C:26]=1[C:27]([NH:29][CH:30]([CH3:32])[CH3:31])=[O:28]. (3) Given the reactants [CH3:1][O:2][CH2:3][CH2:4][CH2:5][N:6]1[CH:10]=[CH:9][N:8]=[N:7]1.CN([CH:14]=[O:15])C.[BH4-].[Na+].O, predict the reaction product. The product is: [CH3:1][O:2][CH2:3][CH2:4][CH2:5][N:6]1[C:10]([CH2:14][OH:15])=[CH:9][N:8]=[N:7]1. (4) Given the reactants [CH3:1][N:2]1[C:6](=O)[CH2:5][CH2:4][N:3]1[C:8]([O:10][C:11]([CH3:14])([CH3:13])[CH3:12])=[O:9].CO, predict the reaction product. The product is: [CH3:1][N:2]1[CH2:6][CH2:5][CH2:4][N:3]1[C:8]([O:10][C:11]([CH3:14])([CH3:13])[CH3:12])=[O:9]. (5) The product is: [C:18]([C:21]1[CH:26]=[C:25]([C:2]2[CH:17]=[CH:16][C:5]([O:6][C:7]3[N:15]=[CH:14][CH:13]=[CH:12][C:8]=3[C:9]([OH:11])=[O:10])=[CH:4][CH:3]=2)[CH:24]=[CH:23][CH:22]=1)(=[O:20])[CH3:19]. Given the reactants Cl[C:2]1[CH:17]=[CH:16][C:5]([O:6][C:7]2[N:15]=[CH:14][CH:13]=[CH:12][C:8]=2[C:9]([OH:11])=[O:10])=[CH:4][CH:3]=1.[C:18]([C:21]1[CH:22]=[C:23](B(O)O)[CH:24]=[CH:25][CH:26]=1)(=[O:20])[CH3:19].C([O-])([O-])=O.[K+].[K+], predict the reaction product. (6) Given the reactants [NH2:1][C:2]1[C:11]2[CH:10]=[CH:9][CH:8]=[C:7](Br)[C:6]=2[N:5]=[C:4]2[CH2:13][N:14]([CH:17]([CH3:19])[CH3:18])[C:15](=[O:16])[C:3]=12.[F:20][C:21]1[CH:26]=[CH:25][CH:24]=[C:23]([O:27][CH3:28])[C:22]=1B(O)O, predict the reaction product. The product is: [NH2:1][C:2]1[C:11]2[CH:10]=[CH:9][CH:8]=[C:7]([C:22]3[C:23]([O:27][CH3:28])=[CH:24][CH:25]=[CH:26][C:21]=3[F:20])[C:6]=2[N:5]=[C:4]2[CH2:13][N:14]([CH:17]([CH3:19])[CH3:18])[C:15](=[O:16])[C:3]=12. (7) Given the reactants [OH:1][C:2]1[CH:3]=[C:4]2[C:8](=[CH:9][CH:10]=1)[N:7]1[CH2:11][CH2:12][CH2:13][CH:14]([CH2:15][C:16]([O:18][CH2:19][CH3:20])=[O:17])[C:6]1=[CH:5]2.CN(C=O)C.C(=O)([O-])[O-].[Cs+].[Cs+].Cl[CH2:33][C:34]1[CH:39]=[CH:38][C:37]([O:40][CH:41]([CH3:43])[CH3:42])=[C:36]([C:44]([F:47])([F:46])[F:45])[CH:35]=1, predict the reaction product. The product is: [CH:41]([O:40][C:37]1[CH:38]=[CH:39][C:34]([CH2:33][O:1][C:2]2[CH:3]=[C:4]3[C:8](=[CH:9][CH:10]=2)[N:7]2[CH2:11][CH2:12][CH2:13][CH:14]([CH2:15][C:16]([O:18][CH2:19][CH3:20])=[O:17])[C:6]2=[CH:5]3)=[CH:35][C:36]=1[C:44]([F:45])([F:46])[F:47])([CH3:43])[CH3:42]. (8) Given the reactants C[O:2][C:3]1[CH:4]2[CH2:21][CH:7]([C:8](=[O:20])[C:9]=1[C:10]1[CH:15]=[CH:14][C:13]([C:16]#[C:17][CH3:18])=[CH:12][C:11]=1[CH3:19])[CH2:6][CH2:5]2.Cl, predict the reaction product. The product is: [CH3:19][C:11]1[CH:12]=[C:13]([C:16]#[C:17][CH3:18])[CH:14]=[CH:15][C:10]=1[CH:9]1[C:8](=[O:20])[CH:7]2[CH2:21][CH:4]([CH2:5][CH2:6]2)[C:3]1=[O:2].